From a dataset of Catalyst prediction with 721,799 reactions and 888 catalyst types from USPTO. Predict which catalyst facilitates the given reaction. Product: [CH2:1]([C:3]1[CH:10]=[CH:9][C:6]([CH2:7][C:17]([CH2:16][CH2:15][C:14]([F:13])([F:22])[F:23])([C:18]#[N:19])[C:20]#[N:21])=[CH:5][CH:4]=1)[CH3:2]. Reactant: [CH2:1]([C:3]1[CH:10]=[CH:9][C:6]([CH2:7]Cl)=[CH:5][CH:4]=1)[CH3:2].[H-].[Na+].[F:13][C:14]([F:23])([F:22])[CH2:15][CH2:16][CH:17]([C:20]#[N:21])[C:18]#[N:19]. The catalyst class is: 9.